From a dataset of Forward reaction prediction with 1.9M reactions from USPTO patents (1976-2016). Predict the product of the given reaction. (1) The product is: [O:30]1[C:34]2[CH:35]=[CH:36][CH:37]=[CH:38][C:33]=2[CH:32]=[C:31]1[C@H:39]([OH:43])[CH2:40][N:41]([CH2:22][C:20]1[CH:21]=[C:12]2[C:11](=[O:27])[C:10]([C:8]([NH:7][CH2:6][C:5]3[CH:4]=[CH:3][C:2]([Cl:1])=[CH:29][CH:28]=3)=[O:9])=[CH:26][N:14]3[CH2:15][C:16](=[O:25])[N:17]([CH3:24])[C:18]([CH:19]=1)=[C:13]23)[CH3:42]. Given the reactants [Cl:1][C:2]1[CH:29]=[CH:28][C:5]([CH2:6][NH:7][C:8]([C:10]2[C:11](=[O:27])[C:12]3[C:13]4[N:14]([CH:26]=2)[CH2:15][C:16](=[O:25])[N:17]([CH3:24])[C:18]=4[CH:19]=[C:20]([CH2:22]Cl)[CH:21]=3)=[O:9])=[CH:4][CH:3]=1.[O:30]1[C:34]2[CH:35]=[CH:36][CH:37]=[CH:38][C:33]=2[CH:32]=[C:31]1[C@H:39]([OH:43])[CH2:40][NH:41][CH3:42].CCN(C(C)C)C(C)C, predict the reaction product. (2) Given the reactants Cl[CH2:2][C:3]([N:5]1[CH2:8][CH:7]([C:9]([N:11]2[CH2:17][CH2:16][CH2:15][N:14]([CH:18]3[CH2:21][CH2:20][CH2:19]3)[CH2:13][CH2:12]2)=[O:10])[CH2:6]1)=[O:4].[NH:22]1[CH2:27][CH2:26][CH2:25][CH2:24][CH2:23]1.[CH2:28]([Cl:30])[Cl:29], predict the reaction product. The product is: [CH2:28]([Cl:30])[Cl:29].[CH3:3][OH:4].[NH3:5].[CH:18]1([N:14]2[CH2:15][CH2:16][CH2:17][N:11]([C:9]([CH:7]3[CH2:8][N:5]([C:3](=[O:4])[CH2:2][N:22]4[CH2:27][CH2:26][CH2:25][CH2:24][CH2:23]4)[CH2:6]3)=[O:10])[CH2:12][CH2:13]2)[CH2:21][CH2:20][CH2:19]1. (3) Given the reactants [C:1]([CH:3]1[CH2:6][N:5]([C:7](=[O:42])[C@H:8]([NH:10][C:11]([C:13]2[C:21]3[C:16](=[N:17][CH:18]=[C:19]([C:22]4[C:30]5[CH2:29][CH2:28][C:27]([CH3:32])([CH3:31])[CH2:26][C:25]=5[N:24]([CH3:33])[N:23]=4)[N:20]=3)[N:15](COCC[Si](C)(C)C)[CH:14]=2)=[O:12])[CH3:9])[CH2:4]1)#[N:2].C(O)(C(F)(F)F)=O.C(N)CN, predict the reaction product. The product is: [C:1]([CH:3]1[CH2:4][N:5]([C:7](=[O:42])[C@H:8]([NH:10][C:11]([C:13]2[C:21]3[C:16](=[N:17][CH:18]=[C:19]([C:22]4[C:30]5[CH2:29][CH2:28][C:27]([CH3:31])([CH3:32])[CH2:26][C:25]=5[N:24]([CH3:33])[N:23]=4)[N:20]=3)[NH:15][CH:14]=2)=[O:12])[CH3:9])[CH2:6]1)#[N:2]. (4) Given the reactants Br[CH2:2][C:3]1[CH:8]=[CH:7][C:6]([S:9]([C:12]2[CH:17]=[CH:16][CH:15]=[CH:14][CH:13]=2)(=[O:11])=[O:10])=[CH:5][CH:4]=1.[CH3:18][O:19][P:20]([O:23]C)[O:21][CH3:22], predict the reaction product. The product is: [C:12]1([S:9]([C:6]2[CH:7]=[CH:8][C:3]([CH2:2][P:20](=[O:23])([O:21][CH3:22])[O:19][CH3:18])=[CH:4][CH:5]=2)(=[O:11])=[O:10])[CH:17]=[CH:16][CH:15]=[CH:14][CH:13]=1.